Dataset: Reaction yield outcomes from USPTO patents with 853,638 reactions. Task: Predict the reaction yield, written as a fraction of the theoretical maximum amount of product (1.0 means a 100% yield; for example, 0.34 means a 34% yield). (1) The reactants are [NH2:1][C:2]1[CH:3]=[C:4]([C:12]#[N:13])[C:5]2[N:9]=[CH:8][NH:7][C:6]=2[C:10]=1[CH3:11].CS[C:16]1[N:17]([C:21]([O:23][CH3:24])=[O:22])[CH2:18][CH2:19][N:20]=1.[OH-].[Na+]. The catalyst is C(O)(=O)C. The product is [CH3:24][O:23][C:21]([N:17]1[CH2:18][CH2:19][NH:20][C:16]1=[N:1][C:2]1[CH:3]=[C:4]([C:12]#[N:13])[C:5]2[NH:9][CH:8]=[N:7][C:6]=2[C:10]=1[CH3:11])=[O:22]. The yield is 0.750. (2) The reactants are [CH3:1][O:2][C:3]1[CH:8]=[CH:7][C:6]([C:9]2[O:10][C:11]3[C:12](=[C:14]([C:18]([OH:20])=O)[CH:15]=[CH:16][CH:17]=3)[N:13]=2)=[CH:5][CH:4]=1.Cl.Cl.[NH2:23][CH:24]1[CH2:31][CH:30]2[N:32]([CH3:33])[CH:26]([CH2:27][CH2:28][CH2:29]2)[CH2:25]1. No catalyst specified. The product is [CH3:33][N:32]1[CH:26]2[CH2:27][CH2:28][CH2:29][CH:30]1[CH2:31][CH:24]([NH:23][C:18]([C:14]1[CH:15]=[CH:16][CH:17]=[C:11]3[O:10][C:9]([C:6]4[CH:5]=[CH:4][C:3]([O:2][CH3:1])=[CH:8][CH:7]=4)=[N:13][C:12]=13)=[O:20])[CH2:25]2. The yield is 0.600. (3) The catalyst is CC(O)C. The reactants are Cl[C:2]1[N:7]=[C:6]([C:8]2[N:12]3[CH:13]=[CH:14][CH:15]=[CH:16][C:11]3=[N:10][C:9]=2[C:17]2[CH:18]=[CH:19][C:20]([O:34][CH:35]([CH3:37])[CH3:36])=[C:21]([CH:33]=2)[C:22]([NH:24][C:25]2[C:30]([F:31])=[CH:29][CH:28]=[CH:27][C:26]=2[F:32])=[O:23])[CH:5]=[CH:4][N:3]=1.[CH3:38][O:39][C:40]1[CH:46]=[C:45]([N:47]2[CH2:52][CH2:51][CH:50]([N:53]3[CH2:58][CH2:57][N:56]([S:59]([CH3:62])(=[O:61])=[O:60])[CH2:55][CH2:54]3)[CH2:49][CH2:48]2)[CH:44]=[CH:43][C:41]=1[NH2:42].C1(C)C=CC(S(O)(=O)=O)=CC=1. The product is [F:32][C:26]1[CH:27]=[CH:28][CH:29]=[C:30]([F:31])[C:25]=1[NH:24][C:22](=[O:23])[C:21]1[CH:33]=[C:17]([C:9]2[N:10]=[C:11]3[CH:16]=[CH:15][CH:14]=[CH:13][N:12]3[C:8]=2[C:6]2[CH:5]=[CH:4][N:3]=[C:2]([NH:42][C:41]3[CH:43]=[CH:44][C:45]([N:47]4[CH2:52][CH2:51][CH:50]([N:53]5[CH2:58][CH2:57][N:56]([S:59]([CH3:62])(=[O:61])=[O:60])[CH2:55][CH2:54]5)[CH2:49][CH2:48]4)=[CH:46][C:40]=3[O:39][CH3:38])[N:7]=2)[CH:18]=[CH:19][C:20]=1[O:34][CH:35]([CH3:37])[CH3:36]. The yield is 0.350. (4) The reactants are [CH3:1][S:2]([NH:5][C:6]1[CH:21]=[CH:20][C:9]2[NH:10][C:11]([CH2:16][C:17](O)=[O:18])=[N:12][S:13](=[O:15])(=[O:14])[C:8]=2[CH:7]=1)(=[O:4])=[O:3].Cl.CN(C)CCCN=C=NCC.CN1CCOCC1.C(O[C:44]([C@H:46]1[C@@H:51]([NH:52][CH2:53][C:54]2[CH:59]=[CH:58][C:57]([F:60])=[C:56]([Cl:61])[CH:55]=2)[C@H:50]2[CH2:62][C@@H:47]1[CH2:48][CH2:49]2)=[O:45])C.[O-]CC.[Na+].C(O)C. The catalyst is CN(C)C=O. The product is [Cl:61][C:56]1[CH:55]=[C:54]([CH:59]=[CH:58][C:57]=1[F:60])[CH2:53][N:52]1[C:17](=[O:18])[C:16]([C:11]2[NH:10][C:9]3[CH:20]=[CH:21][C:6]([NH:5][S:2]([CH3:1])(=[O:4])=[O:3])=[CH:7][C:8]=3[S:13](=[O:15])(=[O:14])[N:12]=2)=[C:44]([OH:45])[C@H:46]2[C@@H:51]1[C@H:50]1[CH2:62][C@@H:47]2[CH2:48][CH2:49]1. The yield is 0.430. (5) The reactants are C(O[C:4]([N:6]=[C:7]=[S:8])=[O:5])C.C(OC([C:14]1[NH:15][CH:16]=[CH:17][C:18]=1[NH:19][CH2:20][CH2:21][CH2:22][CH3:23])=O)C.[OH-].[K+].Cl. The catalyst is C1(C)C=CC=CC=1.O. The product is [CH2:20]([N:19]1[C:18]2[CH:17]=[CH:16][NH:15][C:14]=2[C:7](=[S:8])[NH:6][C:4]1=[O:5])[CH2:21][CH2:22][CH3:23]. The yield is 0.0600.